Dataset: Kinase inhibitor binding affinity data with 442 proteins and 68 drugs (Kd values). Task: Regression. Given a target protein amino acid sequence and a drug SMILES string, predict the binding affinity score between them. We predict pKd (pKd = -log10(Kd in M); higher means stronger binding). Dataset: davis. (1) The compound is COc1cc(Nc2ncc(F)c(Nc3ccc4c(n3)NC(=O)C(C)(C)O4)n2)cc(OC)c1OC.O=S(=O)(O)c1ccccc1. The target protein (LOK) has sequence MAFANFRRILRLSTFEKRKSREYEHVRRDLDPNEVWEIVGELGDGAFGKVYKAKNKETGALAAAKVIETKSEEELEDYIVEIEILATCDHPYIVKLLGAYYHDGKLWIMIEFCPGGAVDAIMLELDRGLTEPQIQVVCRQMLEALNFLHSKRIIHRDLKAGNVLMTLEGDIRLADFGVSAKNLKTLQKRDSFIGTPYWMAPEVVMCETMKDTPYDYKADIWSLGITLIEMAQIEPPHHELNPMRVLLKIAKSDPPTLLTPSKWSVEFRDFLKIALDKNPETRPSAAQLLEHPFVSSITSNKALRELVAEAKAEVMEEIEDGRDEGEEEDAVDAASTLENHTQNSSEVSPPSLNADKPLEESPSTPLAPSQSQDSVNEPCSQPSGDRSLQTTSPPVVAPGNENGLAVPVPLRKSRPVSMDARIQVAQEKQVAEQGGDLSPAANRSQKASQSRPNSSALETLGGEKLANGSLEPPAQAAPGPSKRDSDCSSLCTSESMDYGT.... The pKd is 7.2. (2) The target protein (HIPK4) has sequence MSTIQSETDCYDIIEVLGKGTFGEVAKGWRRSTGEMVAIKILKNDAYRNRIIKNELKLLHCMRGLDPEEAHVIRFLEFFHDALKFYLVFELLEQNLFEFQKENNFAPLPARHIRTVTLQVLTALARLKELAIIHADLKPENIMLVDQTRCPFRVKVIDFGSASIFSEVRYVKEPYIQSRFYRAPEILLGLPFCEKVDVWSLGCVMAELHLGWPLYPGNNEYDQVRYICETQGLPKPHLLHAACKAHHFFKRNPHPDAANPWQLKSSADYLAETKVRPLERRKYMLKSLDQIETVNGGSVASRLTFPDREALAEHADLKSMVELIKRMLTWESHERISPSAALRHPFVSMQQLRSAHETTHYYQLSLRSYRLSLQVEGKPPTPVVAAEDGTPYYCLAEEKEAAGMGSVAGSSPFFREEKAPGMQRAIDQLDDLSLQEAGHGLWGETCTNAVSDMMVPLKAAITGHHVPDSGPEPILAFYSSRLAGRHKARKPPAGSKSDSN.... The pKd is 6.1. The compound is Cc1[nH]nc2ccc(-c3cncc(OCC(N)Cc4ccccc4)c3)cc12. (3) The small molecule is CNC(=O)c1ccccc1Sc1ccc2c(C=Cc3ccccn3)n[nH]c2c1. The target protein (EPHB2) has sequence MALRRLGAALLLLPLLAAVEETLMDSTTATAELGWMVHPPSGWEEVSGYDENMNTIRTYQVCNVFESSQNNWLRTKFIRRRGAHRIHVEMKFSVRDCSSIPSVPGSCKETFNLYYYEADFDSATKTFPNWMENPWVKVDTIAADESFSQVDLGGRVMKINTEVRSFGPVSRSGFYLAFQDYGGCMSLIAVRVFYRKCPRIIQNGAIFQETLSGAESTSLVAARGSCIANAEEVDVPIKLYCNGDGEWLVPIGRCMCKAGFEAVENGTVCRGCPSGTFKANQGDEACTHCPINSRTTSEGATNCVCRNGYYRADLDPLDMPCTTIPSAPQAVISSVNETSLMLEWTPPRDSGGREDLVYNIICKSCGSGRGACTRCGDNVQYAPRQLGLTEPRIYISDLLAHTQYTFEIQAVNGVTDQSPFSPQFASVNITTNQAAPSAVSIMHQVSRTVDSITLSWSQPDQPNGVILDYELQYYEKMKTQRS. The pKd is 5.0. (4) The drug is CCCS(=O)(=O)Nc1ccc(F)c(C(=O)c2c[nH]c3ncc(Cl)cc23)c1F. The target protein (WEE1) has sequence MSFLSRQQPPPPRRAGAACTLRQKLIFSPCSDCEEEEEEEEEEGSGHSTGEDSAFQEPDSPLPPARSPTEPGPERRRSPGPAPGSPGELEEDLLLPGACPGADEAGGGAEGDSWEEEGFGSSSPVKSPAAPYFLGSSFSPVRCGGPGDASPRGCGARRAGEGRRSPRPDHPGTPPHKTFRKLRLFDTPHTPKSLLSKARGIDSSSVKLRGSSLFMDTEKSGKREFDVRQTPQVNINPFTPDSLLLHSSGQCRRRKRTYWNDSCGEDMEASDYELEDETRPAKRITITESNMKSRYTTEFHELEKIGSGEFGSVFKCVKRLDGCIYAIKRSKKPLAGSVDEQNALREVYAHAVLGQHSHVVRYFSAWAEDDHMLIQNEYRNGGSLADAISENYRIMSYFKEAELKDLLLQVGRGLRYIHSMSLVHMDIKPSNIFISRTSIPNAASEEGDEDDWASNKVMFKIGDLGHVTRISSPQVEEGDSRFLANEVLQENYTHLPKADI.... The pKd is 5.0. (5) The small molecule is CNC(=O)c1ccccc1Sc1ccc2c(C=Cc3ccccn3)n[nH]c2c1. The target protein (MAP4K4) has sequence MANDSPAKSLVDIDLSSLRDPAGIFELVEVVGNGTYGQVYKGRHVKTGQLAAIKVMDVTEDEEEEIKLEINMLKKYSHHRNIATYYGAFIKKSPPGHDDQLWLVMEFCGAGSITDLVKNTKGNTLKEDWIAYISREILRGLAHLHIHHVIHRDIKGQNVLLTENAEVKLVDFGVSAQLDRTVGRRNTFIGTPYWMAPEVIACDENPDATYDYRSDLWSCGITAIEMAEGAPPLCDMHPMRALFLIPRNPPPRLKSKKWSKKFFSFIEGCLVKNYMQRPSTEQLLKHPFIRDQPNERQVRIQLKDHIDRTRKKRGEKDETEYEYSGSEEEEEEVPEQEGEPSSIVNVPGESTLRRDFLRLQQENKERSEALRRQQLLQEQQLREQEEYKRQLLAERQKRIEQQKEQRRRLEEQQRREREARRQQEREQRRREQEEKRRLEELERRRKEEEERRRAEEEKRRVEREQEYIRRQLEEEQRHLEVLQQQLLQEQAMLLHDHRRP.... The pKd is 6.5.